From a dataset of M1 muscarinic receptor agonist screen with 61,833 compounds. Binary Classification. Given a drug SMILES string, predict its activity (active/inactive) in a high-throughput screening assay against a specified biological target. (1) The molecule is S(CCn1c(N2CCC(CC2)C)nc2n(c(=O)[nH]c(=O)c12)C)c1oc2c(n1)cccc2. The result is 0 (inactive). (2) The compound is Fc1ccc(NC(=O)N(C(C)C)CCc2ccncc2)cc1. The result is 0 (inactive). (3) The drug is N1(CCN(CC1)c1nc2c(n3c1nnc3)cccc2)Cc1ccccc1. The result is 0 (inactive). (4) The result is 0 (inactive). The compound is O1CCN(CC1)c1nc(nc(n2nc(cc2C)C)c1)c1ccccc1.